From a dataset of NCI-60 drug combinations with 297,098 pairs across 59 cell lines. Regression. Given two drug SMILES strings and cell line genomic features, predict the synergy score measuring deviation from expected non-interaction effect. (1) Drug 1: CN(C)C1=NC(=NC(=N1)N(C)C)N(C)C. Drug 2: C1=CC(=CC=C1CCCC(=O)O)N(CCCl)CCCl. Cell line: HCT-15. Synergy scores: CSS=0.792, Synergy_ZIP=-7.12, Synergy_Bliss=-8.69, Synergy_Loewe=-26.0, Synergy_HSA=-11.1. (2) Drug 1: C1=C(C(=O)NC(=O)N1)N(CCCl)CCCl. Drug 2: C1CN(P(=O)(OC1)NCCCl)CCCl. Cell line: NCI-H226. Synergy scores: CSS=4.05, Synergy_ZIP=-3.73, Synergy_Bliss=-0.0224, Synergy_Loewe=-12.2, Synergy_HSA=-1.81. (3) Drug 1: C1CCC(C1)C(CC#N)N2C=C(C=N2)C3=C4C=CNC4=NC=N3. Drug 2: CC1=C(C=C(C=C1)NC2=NC=CC(=N2)N(C)C3=CC4=NN(C(=C4C=C3)C)C)S(=O)(=O)N.Cl. Cell line: SNB-75. Synergy scores: CSS=4.22, Synergy_ZIP=0.954, Synergy_Bliss=6.72, Synergy_Loewe=2.41, Synergy_HSA=3.12. (4) Drug 1: CC1=C(C=C(C=C1)NC(=O)C2=CC=C(C=C2)CN3CCN(CC3)C)NC4=NC=CC(=N4)C5=CN=CC=C5. Cell line: MDA-MB-231. Synergy scores: CSS=15.4, Synergy_ZIP=-6.53, Synergy_Bliss=-1.67, Synergy_Loewe=-12.5, Synergy_HSA=-1.23. Drug 2: CC1=C(N=C(N=C1N)C(CC(=O)N)NCC(C(=O)N)N)C(=O)NC(C(C2=CN=CN2)OC3C(C(C(C(O3)CO)O)O)OC4C(C(C(C(O4)CO)O)OC(=O)N)O)C(=O)NC(C)C(C(C)C(=O)NC(C(C)O)C(=O)NCCC5=NC(=CS5)C6=NC(=CS6)C(=O)NCCC[S+](C)C)O. (5) Synergy scores: CSS=35.2, Synergy_ZIP=-8.49, Synergy_Bliss=-2.16, Synergy_Loewe=1.17, Synergy_HSA=1.66. Drug 2: CC1=C(C(=O)C2=C(C1=O)N3CC4C(C3(C2COC(=O)N)OC)N4)N. Drug 1: CC1=C(C(=CC=C1)Cl)NC(=O)C2=CN=C(S2)NC3=CC(=NC(=N3)C)N4CCN(CC4)CCO. Cell line: OVCAR3. (6) Drug 1: C1CCC(C1)C(CC#N)N2C=C(C=N2)C3=C4C=CNC4=NC=N3. Drug 2: CCCCC(=O)OCC(=O)C1(CC(C2=C(C1)C(=C3C(=C2O)C(=O)C4=C(C3=O)C=CC=C4OC)O)OC5CC(C(C(O5)C)O)NC(=O)C(F)(F)F)O. Cell line: NCI-H460. Synergy scores: CSS=2.13, Synergy_ZIP=0.275, Synergy_Bliss=1.30, Synergy_Loewe=0.524, Synergy_HSA=0.971. (7) Drug 1: CS(=O)(=O)C1=CC(=C(C=C1)C(=O)NC2=CC(=C(C=C2)Cl)C3=CC=CC=N3)Cl. Drug 2: C(=O)(N)NO. Cell line: SK-MEL-2. Synergy scores: CSS=4.15, Synergy_ZIP=4.19, Synergy_Bliss=9.68, Synergy_Loewe=3.85, Synergy_HSA=4.59. (8) Drug 1: CCCCCOC(=O)NC1=NC(=O)N(C=C1F)C2C(C(C(O2)C)O)O. Drug 2: CC1=C2C(C(=O)C3(C(CC4C(C3C(C(C2(C)C)(CC1OC(=O)C(C(C5=CC=CC=C5)NC(=O)C6=CC=CC=C6)O)O)OC(=O)C7=CC=CC=C7)(CO4)OC(=O)C)O)C)OC(=O)C. Cell line: SF-268. Synergy scores: CSS=5.68, Synergy_ZIP=2.49, Synergy_Bliss=2.55, Synergy_Loewe=-7.40, Synergy_HSA=-0.695. (9) Drug 1: CN(C)N=NC1=C(NC=N1)C(=O)N. Drug 2: C1=NC2=C(N=C(N=C2N1C3C(C(C(O3)CO)O)F)Cl)N. Cell line: CAKI-1. Synergy scores: CSS=27.8, Synergy_ZIP=-6.73, Synergy_Bliss=-8.60, Synergy_Loewe=-17.2, Synergy_HSA=-7.13. (10) Drug 1: C1=C(C(=O)NC(=O)N1)F. Drug 2: CCN(CC)CCCC(C)NC1=C2C=C(C=CC2=NC3=C1C=CC(=C3)Cl)OC. Cell line: HT29. Synergy scores: CSS=66.9, Synergy_ZIP=3.13, Synergy_Bliss=-1.53, Synergy_Loewe=2.35, Synergy_HSA=3.35.